Predict the reactants needed to synthesize the given product. From a dataset of Full USPTO retrosynthesis dataset with 1.9M reactions from patents (1976-2016). (1) Given the product [ClH:38].[NH:28]1[CH2:29][CH2:30][CH:25]([C:23]2[N:5]3[N:6]=[C:7]4[C:12]([C:11]([C:13]5[CH:18]=[CH:17][CH:16]=[CH:15][C:14]=5[C:19]([F:20])([F:22])[F:21])=[CH:10][CH:9]=[CH:8]4)=[C:4]3[NH:3][C:2](=[O:1])[CH:24]=2)[CH2:26][CH2:27]1, predict the reactants needed to synthesize it. The reactants are: [O:1]=[C:2]1[CH:24]=[C:23]([CH:25]2[CH2:30][CH2:29][N:28](C(OC(C)(C)C)=O)[CH2:27][CH2:26]2)[N:5]2[N:6]=[C:7]3[C:12]([C:11]([C:13]4[CH:18]=[CH:17][CH:16]=[CH:15][C:14]=4[C:19]([F:22])([F:21])[F:20])=[CH:10][CH:9]=[CH:8]3)=[C:4]2[NH:3]1.[ClH:38]. (2) Given the product [NH2:20][C:19]1[S:5][C:4]2[CH2:1][N:28]([CH2:21][C:22]3[CH:27]=[CH:26][CH:25]=[CH:24][CH:23]=3)[CH2:6][CH2:7][C:8]=2[C:18]=1[C:16]([C:14]1[S:15][C:11]([Br:10])=[CH:12][CH:13]=1)=[O:17], predict the reactants needed to synthesize it. The reactants are: [C:1]([C:4]1[S:5][C:6](Br)=[CH:7][CH:8]=1)(=O)C.[Br:10][C:11]1[S:15][C:14]([C:16]([CH2:18][C:19]#[N:20])=[O:17])=[CH:13][CH:12]=1.[CH2:21]([N:28]1CCC(=O)CC1)[C:22]1[CH:27]=[CH:26][CH:25]=[CH:24][CH:23]=1.N1CCOCC1.[S]. (3) Given the product [CH2:3]=[CH2:4].[CH2:3]=[CH:4][CH2:5][CH2:6][CH2:7][CH3:8].[CH2:3]=[CH:4][CH2:5][CH2:6][CH2:7][CH3:8], predict the reactants needed to synthesize it. The reactants are: C=C.[CH2:3]=[CH:4][CH2:5][CH2:6][CH2:7][CH3:8]. (4) Given the product [CH:33]1([C:31]2[N:32]=[C:26]([CH:11]3[CH2:12][CH:13]([C:15]4[CH:20]=[CH:19][C:18]([O:21][C:22]([F:24])([F:25])[F:23])=[CH:17][CH:16]=4)[CH2:14][N:9]([C:7]([N:1]4[CH2:2][CH2:3][S:4][CH2:5][CH2:6]4)=[O:8])[CH2:10]3)[O:27][N:30]=2)[CH2:35][CH2:34]1, predict the reactants needed to synthesize it. The reactants are: [N:1]1([C:7]([N:9]2[CH2:14][CH:13]([C:15]3[CH:20]=[CH:19][C:18]([O:21][C:22]([F:25])([F:24])[F:23])=[CH:17][CH:16]=3)[CH2:12][CH:11]([C:26](O)=[O:27])[CH2:10]2)=[O:8])[CH2:6][CH2:5][S:4][CH2:3][CH2:2]1.O[NH:30][C:31]([CH:33]1[CH2:35][CH2:34]1)=[NH:32]. (5) Given the product [NH2:8][C:9]1[CH:16]=[CH:15][CH:14]=[C:13]([C:17]2[N:3]=[N:2][N:1]([CH2:4][CH2:5][O:6][CH3:7])[CH:18]=2)[C:10]=1[C:11]#[N:12], predict the reactants needed to synthesize it. The reactants are: [N:1]([CH2:4][CH2:5][O:6][CH3:7])=[N+:2]=[N-:3].[NH2:8][C:9]1[CH:16]=[CH:15][CH:14]=[C:13]([C:17]#[CH:18])[C:10]=1[C:11]#[N:12].O=C1O[C@H]([C@H](CO)O)C([O-])=C1O.[Na+].